Dataset: Catalyst prediction with 721,799 reactions and 888 catalyst types from USPTO. Task: Predict which catalyst facilitates the given reaction. (1) Reactant: [Cl:1][C:2]1[CH:3]=[C:4]2[C:9](=[CH:10][CH:11]=1)[C:8](=[O:12])[NH:7][C:6](=[O:13])[CH2:5]2.[Se](=O)=[O:15]. Product: [Cl:1][C:2]1[CH:3]=[C:4]2[C:9](=[CH:10][CH:11]=1)[C:8](=[O:12])[NH:7][C:6](=[O:13])[C:5]2=[O:15]. The catalyst class is: 12. (2) Reactant: [H-].[Na+].[CH3:3][S:4]([C:7]1[CH:8]=[C:9]([C:13]2[C:14]([C:18]#[N:19])=[CH:15][NH:16][CH:17]=2)[CH:10]=[CH:11][CH:12]=1)(=[O:6])=[O:5].[CH3:20][O:21][C:22](=[O:25])[CH2:23]Br. Product: [CH3:20][O:21][C:22](=[O:25])[CH2:23][N:16]1[CH:17]=[C:13]([C:9]2[CH:10]=[CH:11][CH:12]=[C:7]([S:4]([CH3:3])(=[O:6])=[O:5])[CH:8]=2)[C:14]([C:18]#[N:19])=[CH:15]1. The catalyst class is: 3. (3) Product: [OH:19][C:2]1[CH:11]=[CH:10][C:9]([N+:12]([O-:14])=[O:13])=[C:8]2[C:3]=1[CH2:4][CH2:5][N:6]([CH3:16])[C:7]2=[O:15]. The catalyst class is: 3. Reactant: F[C:2]1[CH:11]=[CH:10][C:9]([N+:12]([O-:14])=[O:13])=[C:8]2[C:3]=1[CH2:4][CH2:5][N:6]([CH3:16])[C:7]2=[O:15].CS(CCO)(=O)=[O:19].[H-].[Na+]. (4) Product: [Cl:76][C:73]1[CH:74]=[C:75]2[C:67]([C:62]3[N:61]=[C:60]([NH:59][C@H:55]4[CH2:56][CH2:57][CH2:58][C@@:53]([CH3:88])([OH:52])[C@@H:54]4[OH:87])[C:65]([F:66])=[CH:64][N:63]=3)=[CH:68][NH:69][C:70]2=[N:71][CH:72]=1. Reactant: [Si](O[C@@H]1CCC[C@H](NC2C(F)=CN=C(C)C=2C2C3C(=NC=C(Cl)C=3)N(S(C3C=CC(C)=CC=3)(=O)=O)C=2)[C@H]1O)(C(C)(C)C)(C)C.[Si]([O:52][C@:53]1([CH3:88])[CH2:58][CH2:57][CH2:56][C@H:55]([NH:59][C:60]2[C:65]([F:66])=[CH:64][N:63]=[C:62]([C:67]3[C:75]4[C:70](=[N:71][CH:72]=[C:73]([Cl:76])[CH:74]=4)[N:69](S(C4C=CC(C)=CC=4)(=O)=O)[CH:68]=3)[N:61]=2)[C@H:54]1[OH:87])(C(C)(C)C)(C)C.[F-].C([N+](CCCC)(CCCC)CCCC)CCC. The catalyst class is: 56. (5) Reactant: CCN(C(C)C)C(C)C.[NH2:10][CH2:11][C@@H:12]1[CH2:16][CH2:15][CH2:14][N:13]1[C:17]([O:19][C:20]([CH3:23])([CH3:22])[CH3:21])=[O:18].[Cl:24][CH2:25][C:26](Cl)=[O:27]. Product: [Cl:24][CH2:25][C:26]([NH:10][CH2:11][C@@H:12]1[CH2:16][CH2:15][CH2:14][N:13]1[C:17]([O:19][C:20]([CH3:23])([CH3:22])[CH3:21])=[O:18])=[O:27]. The catalyst class is: 2. (6) Reactant: [Br:1][C:2]1[C:3]([NH2:13])=[N:4][NH:5][C:6]=1[C:7]1[CH:12]=[CH:11][CH:10]=[CH:9][CH:8]=1.C([O-])([O-])=O.[K+].[K+].Cl[CH2:21][C:22]([N:24]1[CH2:29][CH2:28][N:27]([C:30]2[CH:35]=[CH:34][C:33]([Cl:36])=[CH:32][CH:31]=2)[CH2:26][CH2:25]1)=[O:23].CN(C=O)C. Product: [NH2:13][C:3]1[C:2]([Br:1])=[C:6]([C:7]2[CH:12]=[CH:11][CH:10]=[CH:9][CH:8]=2)[N:5]([CH2:21][C:22]([N:24]2[CH2:25][CH2:26][N:27]([C:30]3[CH:35]=[CH:34][C:33]([Cl:36])=[CH:32][CH:31]=3)[CH2:28][CH2:29]2)=[O:23])[N:4]=1. The catalyst class is: 195. (7) Reactant: [NH:1]1[C:5]2[CH:6]=[CH:7][C:8]([C:10]([OH:12])=O)=[CH:9][C:4]=2[N:3]=[CH:2]1.[C:13]1([C:19]2[CH:32]=[CH:31][C:22]3[C@@H:23]4[C@H:28]([CH2:29][CH2:30][C:21]=3[CH:20]=2)[NH:27][CH2:26][CH2:25][CH2:24]4)[CH:18]=[CH:17][CH:16]=[CH:15][CH:14]=1. Product: [NH:1]1[C:5]2[CH:6]=[CH:7][C:8]([C:10]([N:27]3[C@@H:28]4[C@@H:23]([C:22]5[CH:31]=[CH:32][C:19]([C:13]6[CH:18]=[CH:17][CH:16]=[CH:15][CH:14]=6)=[CH:20][C:21]=5[CH2:30][CH2:29]4)[CH2:24][CH2:25][CH2:26]3)=[O:12])=[CH:9][C:4]=2[N:3]=[CH:2]1. The catalyst class is: 61.